From a dataset of Full USPTO retrosynthesis dataset with 1.9M reactions from patents (1976-2016). Predict the reactants needed to synthesize the given product. Given the product [NH2:29][C:30]1[C:31](=[O:46])[N:32]([CH3:45])[CH2:33][C:34]([C:37]2[CH:42]=[C:41]([NH:43][C:8]([C:5]3[CH:4]=[CH:3][C:2]([Cl:1])=[CH:7][N:6]=3)=[O:10])[CH:40]=[CH:39][C:38]=2[F:44])([CH3:36])[N:35]=1, predict the reactants needed to synthesize it. The reactants are: [Cl:1][C:2]1[CH:3]=[CH:4][C:5]([C:8]([OH:10])=O)=[N:6][CH:7]=1.[Cl-].COC1N=C(OC)N=C([N+]2(C)CCOCC2)N=1.[NH2:29][C:30]1[C:31](=[O:46])[N:32]([CH3:45])[CH2:33][C:34]([C:37]2[CH:42]=[C:41]([NH2:43])[CH:40]=[CH:39][C:38]=2[F:44])([CH3:36])[N:35]=1.